From a dataset of Forward reaction prediction with 1.9M reactions from USPTO patents (1976-2016). Predict the product of the given reaction. The product is: [C:51]([O:54][C@@H:55]1[C@@H:61]([O:62][C:63](=[O:65])[CH3:64])[C@H:60]([O:66][C:67](=[O:69])[CH3:68])[CH2:59][S:58][C@H:56]1[O:17][C:14]1[CH:15]=[C:16]2[C:11]([CH:10]=[CH:9][N:8]2[C:6]([O:5][C:1]([CH3:4])([CH3:2])[CH3:3])=[O:7])=[CH:12][CH:13]=1)(=[O:53])[CH3:52]. Given the reactants [C:1]([O:5][C:6]([N:8]1[C:16]2[C:11](=[CH:12][CH:13]=[C:14]([OH:17])[CH:15]=2)[CH:10]=[CH:9]1)=[O:7])([CH3:4])([CH3:3])[CH3:2].CC(OC(/N=N/C(OC(C)C)=O)=O)C.C1(P(C2C=CC=CC=2)C2C=CC=CC=2)C=CC=CC=1.[C:51]([O:54][C@@H:55]1[C@@H:61]([O:62][C:63](=[O:65])[CH3:64])[C@H:60]([O:66][C:67](=[O:69])[CH3:68])[CH2:59][S:58][CH:56]1O)(=[O:53])[CH3:52], predict the reaction product.